From a dataset of Full USPTO retrosynthesis dataset with 1.9M reactions from patents (1976-2016). Predict the reactants needed to synthesize the given product. (1) Given the product [C:14]1([C:22]2[CH:23]=[CH:24][CH:25]=[CH:26][CH:27]=2)[CH:19]=[CH:18][CH:17]=[CH:16][C:15]=1[CH2:20][N:11]1[CH2:12][CH2:13][N:8]([C:5]2[CH:4]=[CH:3][C:2]([CH3:1])=[CH:7][CH:6]=2)[CH2:9][CH2:10]1, predict the reactants needed to synthesize it. The reactants are: [CH3:1][C:2]1[CH:7]=[CH:6][C:5]([N:8]2[CH2:13][CH2:12][NH:11][CH2:10][CH2:9]2)=[CH:4][CH:3]=1.[C:14]1([C:22]2[CH:27]=[CH:26][CH:25]=[CH:24][CH:23]=2)[C:15]([CH:20]=O)=[CH:16][CH:17]=[CH:18][CH:19]=1.[BH-](OC(C)=O)(OC(C)=O)OC(C)=O.[Na+].C1(C2C=CC=CC=2)C=CC=CC=1CN1CCN(C2C=CC=CC=2)CC1. (2) Given the product [O:4]1[C:12]2[CH:11]=[CH:10][N:9]=[C:8]([N:13]3[CH2:18][CH2:17][N:16]([CH2:19][CH2:20][C@H:21]4[CH2:26][CH2:25][C@H:24]([NH:27][C:30](=[O:31])[C:29]([CH3:34])([CH3:33])[CH3:28])[CH2:23][CH2:22]4)[CH2:15][CH2:14]3)[C:7]=2[CH2:6][CH2:5]1, predict the reactants needed to synthesize it. The reactants are: Cl.Cl.Cl.[O:4]1[C:12]2[CH:11]=[CH:10][N:9]=[C:8]([N:13]3[CH2:18][CH2:17][N:16]([CH2:19][CH2:20][C@H:21]4[CH2:26][CH2:25][C@H:24]([NH2:27])[CH2:23][CH2:22]4)[CH2:15][CH2:14]3)[C:7]=2[CH2:6][CH2:5]1.[CH3:28][C:29]([CH3:34])([CH3:33])[C:30](O)=[O:31]. (3) The reactants are: F[C:2](F)(F)[C:3]([O-])=[O:4].[CH2:8]([C:10]1[C:15](=[O:16])[NH:14][N:13]=[C:12]([CH2:17][C:18]2[CH:19]=[CH:20][C:21]([F:33])=[C:22]([CH:32]=2)[C:23]([N:25]2[CH2:31][CH2:30][CH2:29][NH2+:28][CH2:27][CH2:26]2)=[O:24])[CH:11]=1)[CH3:9].CCN(C(C)C)C(C)C.C(Cl)(C)=O.[Li+].[OH-]. Given the product [C:3]([N:28]1[CH2:29][CH2:30][CH2:31][N:25]([C:23]([C:22]2[CH:32]=[C:18]([CH:19]=[CH:20][C:21]=2[F:33])[CH2:17][C:12]2[CH:11]=[C:10]([CH2:8][CH3:9])[C:15](=[O:16])[NH:14][N:13]=2)=[O:24])[CH2:26][CH2:27]1)(=[O:4])[CH3:2], predict the reactants needed to synthesize it. (4) Given the product [F:1][C:2]1[CH:7]=[C:6]([F:8])[CH:5]=[CH:4][C:3]=1[N:9]1[C:13]([C:14]2[S:23][C:22]3[C:21]4[N:24]=[C:25]([N:28]5[CH2:33][C@H:32]([CH3:34])[N:31]([C:44](=[O:45])[C:43]([F:54])([F:53])[F:42])[C@H:30]([CH3:35])[CH2:29]5)[CH:26]=[CH:27][C:20]=4[O:19][CH2:18][CH2:17][C:16]=3[CH:15]=2)=[N:12][CH:11]=[N:10]1, predict the reactants needed to synthesize it. The reactants are: [F:1][C:2]1[CH:7]=[C:6]([F:8])[CH:5]=[CH:4][C:3]=1[N:9]1[C:13]([C:14]2[S:23][C:22]3[C:21]4[N:24]=[C:25]([N:28]5[CH2:33][C@H:32]([CH3:34])[NH:31][C@H:30]([CH3:35])[CH2:29]5)[CH:26]=[CH:27][C:20]=4[O:19][CH2:18][CH2:17][C:16]=3[CH:15]=2)=[N:12][CH:11]=[N:10]1.C(=O)([O-])[O-].[K+].[K+].[F:42][C:43]([F:54])([F:53])[C:44](O[C:44](=[O:45])[C:43]([F:54])([F:53])[F:42])=[O:45].O. (5) Given the product [CH3:26][C:2](=[CH2:25])[C:3]#[C:4][C:5]1[CH:24]=[CH:23][C:8]2[N:9]=[C:10]([C:15]3[CH:16]=[C:17]([CH:20]=[CH:21][CH:22]=3)[C:18]#[N:19])[CH2:11][C:12](=[O:14])[NH:13][C:7]=2[CH:6]=1, predict the reactants needed to synthesize it. The reactants are: O[C:2]([CH3:26])([CH3:25])[C:3]#[C:4][C:5]1[CH:24]=[CH:23][C:8]2[N:9]=[C:10]([C:15]3[CH:16]=[C:17]([CH:20]=[CH:21][CH:22]=3)[C:18]#[N:19])[CH2:11][C:12](=[O:14])[NH:13][C:7]=2[CH:6]=1.C(O)(C(F)(F)F)=O. (6) Given the product [CH3:51][O:50][C:27](=[O:28])[CH:26]([C:18]1[CH:19]=[CH:20][C:21]([S:22][CH3:25])=[C:16]([Cl:15])[CH:17]=1)[CH2:40][CH:41]1[CH2:42][O:60][CH2:45]1, predict the reactants needed to synthesize it. The reactants are: C[Si](C)(C)N[Si](C)(C)C.C([Li])CCC.[Cl:15][C:16]1[CH:17]=[C:18]([C@@H:26]([CH2:40][CH:41]2[CH2:45]CC[CH2:42]2)[C:27](NC2C=CN(CCC(O)=O)N=2)=[O:28])[CH:19]=[CH:20][C:21]=1[S:22]([CH3:25])(=O)=O.ICC1[CH2:51][O:50]C1.CN1CCCN(C)C1=[O:60]. (7) Given the product [CH:6]1([CH2:5][CH2:4][CH2:3][C:2]#[C:1][C:7]2[C:8]([C:12]3[CH:13]=[N:14][CH:15]=[CH:16][CH:17]=3)=[N:9][NH:10][CH:11]=2)[CH2:25][CH2:24][CH2:19][CH2:20][CH2:21]1.[C:30]1([S:36]([N:39]2[CH:43]=[C:42]([C:23]#[C:22][CH2:21][CH2:20][CH2:19][CH:24]3[CH2:29][CH2:28][CH2:27][CH2:26][CH2:25]3)[C:41]([C:45]3[CH:46]=[N:47][CH:48]=[CH:49][CH:50]=3)=[N:40]2)(=[O:37])=[O:38])[CH:35]=[CH:34][CH:33]=[CH:32][CH:31]=1, predict the reactants needed to synthesize it. The reactants are: [C:1]([C:7]1[C:8]([C:12]2[CH2:13][N:14](C)[CH2:15][CH2:16][CH:17]=2)=[N:9][NH:10][CH:11]=1)#[C:2][CH2:3][CH2:4][CH2:5][CH3:6].[CH2:19]([CH:24]1[CH2:29][CH2:28][CH2:27][CH2:26][CH2:25]1)[CH2:20][CH2:21][C:22]#[CH:23].[C:30]1([S:36]([N:39]2[CH:43]=[C:42](I)[C:41]([C:45]3[CH:46]=[N:47][CH:48]=[CH:49][CH:50]=3)=[N:40]2)(=[O:38])=[O:37])[CH:35]=[CH:34][CH:33]=[CH:32][CH:31]=1. (8) The reactants are: [CH3:1][O:2][C:3]1[CH:4]=[CH:5][C:6]([O:9][C:10]2[CH:15]=[C:14]([CH3:16])[C:13]([C:17]3[N:18]=[C:19]([NH2:22])[S:20][CH:21]=3)=[C:12]([CH3:23])[CH:11]=2)=[N:7][CH:8]=1.C(N(CC)CC)C.Cl.[C:32](Cl)(=[O:39])[C:33]1[CH:38]=[CH:37][N:36]=[CH:35][CH:34]=1. Given the product [CH3:1][O:2][C:3]1[CH:4]=[CH:5][C:6]([O:9][C:10]2[CH:15]=[C:14]([CH3:16])[C:13]([C:17]3[N:18]=[C:19]([NH:22][C:32](=[O:39])[C:33]4[CH:38]=[CH:37][N:36]=[CH:35][CH:34]=4)[S:20][CH:21]=3)=[C:12]([CH3:23])[CH:11]=2)=[N:7][CH:8]=1, predict the reactants needed to synthesize it. (9) Given the product [F:1][C:2]1[CH:3]=[CH:4][C:5]([C:8]2[CH:13]=[CH:12][C:11]([C:14]([OH:16])=[O:15])=[C:10]([O:18][CH3:19])[CH:9]=2)=[CH:6][CH:7]=1, predict the reactants needed to synthesize it. The reactants are: [F:1][C:2]1[CH:7]=[CH:6][C:5]([C:8]2[CH:13]=[CH:12][C:11]([C:14]([O:16]C)=[O:15])=[C:10]([O:18][CH3:19])[CH:9]=2)=[CH:4][CH:3]=1.O.[OH-].[Na+].Cl.